The task is: Predict the reaction yield, written as a fraction of the theoretical maximum amount of product (1.0 means a 100% yield; for example, 0.34 means a 34% yield).. This data is from Reaction yield outcomes from USPTO patents with 853,638 reactions. (1) The reactants are [CH3:1][O:2][CH2:3][CH:4]([N:8]1[C:17]2[C:12](=[CH:13][C:14]([I:18])=[CH:15][CH:16]=2)[C:11](=[O:19])[C:10]([C:20](O)=[O:21])=[CH:9]1)[CH2:5][O:6][CH3:7].[CH3:23][N:24]1[CH2:29][CH2:28][NH:27][CH2:26][CH2:25]1.OC1C2N=NNC=2C=CC=1.CN1CCOCC1.Cl.C(N=C=NCCCN(C)C)C. The catalyst is ClCCl. The product is [CH3:7][O:6][CH2:5][CH:4]([N:8]1[C:17]2[C:12](=[CH:13][C:14]([I:18])=[CH:15][CH:16]=2)[C:11](=[O:19])[C:10]([C:20]([N:27]2[CH2:28][CH2:29][N:24]([CH3:23])[CH2:25][CH2:26]2)=[O:21])=[CH:9]1)[CH2:3][O:2][CH3:1]. The yield is 0.800. (2) The reactants are [CH3:1][C:2]1[CH:3]=[CH:4][C:5]2[C:9]3([CH2:13][CH2:12][CH2:11][CH2:10]3)[O:8][B:7]([OH:14])[C:6]=2[CH:15]=1.C1C(=O)N([Br:23])C(=O)C1. The catalyst is C(Cl)(Cl)(Cl)Cl. The product is [Br:23][CH2:1][C:2]1[CH:3]=[CH:4][C:5]2[C:9]3([CH2:13][CH2:12][CH2:11][CH2:10]3)[O:8][B:7]([OH:14])[C:6]=2[CH:15]=1. The yield is 0.717. (3) The reactants are [Cl:1][C:2]1[C:11]2[C:6](=[CH:7][CH:8]=[C:9]([F:12])[CH:10]=2)[C:5]([OH:13])=[CH:4][N:3]=1.C([O-])([O-])=O.[K+].[K+].[CH2:20](I)[CH3:21]. The catalyst is C(#N)C. The product is [Cl:1][C:2]1[C:11]2[C:6](=[CH:7][CH:8]=[C:9]([F:12])[CH:10]=2)[C:5]([O:13][CH2:20][CH3:21])=[CH:4][N:3]=1. The yield is 0.700. (4) The yield is 0.700. The catalyst is ClCCCl. The reactants are [Br:1]N1C(=O)CCC1=O.[Cl:9][CH2:10][C:11]1[N:12]=[C:13]2[CH:18]=[CH:17][N:16]([C:19]3[CH:24]=[CH:23][C:22]([F:25])=[CH:21][CH:20]=3)[C:15](=[O:26])[N:14]2[CH:27]=1.C(OOC(=O)C1C=CC=CC=1)(=O)C1C=CC=CC=1. The product is [Br:1][C:27]1[N:14]2[C:15](=[O:26])[N:16]([C:19]3[CH:20]=[CH:21][C:22]([F:25])=[CH:23][CH:24]=3)[CH:17]=[CH:18][C:13]2=[N:12][C:11]=1[CH2:10][Cl:9]. (5) The reactants are [CH:1]1[C:14]2[C:13](=O)[C:12]3[C:7](=[CH:8][CH:9]=[CH:10][CH:11]=3)[S:6][C:5]=2[CH:4]=[CH:3][CH:2]=1.[H-].[H-].[H-].[H-].[Li+].[Al+3].CCOCC.O. The catalyst is C1C=CC=CC=1. The product is [CH:1]1[C:14]2[CH2:13][C:12]3[C:7](=[CH:8][CH:9]=[CH:10][CH:11]=3)[S:6][C:5]=2[CH:4]=[CH:3][CH:2]=1. The yield is 0.980. (6) The reactants are [Br:1][C:2]1[CH:7]=[CH:6][C:5]([CH2:8][C@H:9]([NH:13]C(=O)OC(C)(C)C)[CH2:10][CH2:11][OH:12])=[CH:4][CH:3]=1.[ClH:21].O1CCOCC1. No catalyst specified. The product is [ClH:21].[NH2:13][C@@H:9]([CH2:8][C:5]1[CH:4]=[CH:3][C:2]([Br:1])=[CH:7][CH:6]=1)[CH2:10][CH2:11][OH:12]. The yield is 0.940. (7) The reactants are [F:1][C:2]1[CH:10]=[CH:9][C:8]([N+:11]([O-:13])=[O:12])=[CH:7][C:3]=1[C:4]([OH:6])=[O:5].S(=O)(=O)(O)O.[CH2:19](O)[CH3:20]. No catalyst specified. The product is [F:1][C:2]1[CH:10]=[CH:9][C:8]([N+:11]([O-:13])=[O:12])=[CH:7][C:3]=1[C:4]([O:6][CH2:19][CH3:20])=[O:5]. The yield is 0.843.